Dataset: Forward reaction prediction with 1.9M reactions from USPTO patents (1976-2016). Task: Predict the product of the given reaction. (1) Given the reactants [Cl:1][C:2]1[CH:7]=[CH:6][C:5]([S:8]([NH:11][C:12]2[C:13]([C:19]([NH:21][NH2:22])=O)=[N:14][CH:15]=[C:16]([Cl:18])[CH:17]=2)(=[O:10])=[O:9])=[CH:4][C:3]=1[C:23]([F:26])([F:25])[F:24].COC(OC)OC.[C:34](#N)C.[CH3:37][N:38]1[C:42]([NH2:43])=[CH:41][CH:40]=[N:39]1, predict the reaction product. The product is: [Cl:1][C:2]1[CH:7]=[CH:6][C:5]([S:8]([NH:11][C:12]2[C:13]([C:19]3[N:43]([C:42]4[N:38]([CH3:37])[N:39]=[CH:40][CH:41]=4)[CH:34]=[N:22][N:21]=3)=[N:14][CH:15]=[C:16]([Cl:18])[CH:17]=2)(=[O:10])=[O:9])=[CH:4][C:3]=1[C:23]([F:26])([F:25])[F:24]. (2) Given the reactants C[O:2][C:3]1[N:7]([CH3:8])[N:6]=[C:5]([CH3:9])[C:4]=1[C:10]1[N:14]=[C:13]([C:15]2[CH:20]=[CH:19][CH:18]=[CH:17][CH:16]=2)[O:12][N:11]=1.B(Br)(Br)Br, predict the reaction product. The product is: [CH3:8][N:7]1[C:3]([OH:2])=[C:4]([C:10]2[N:14]=[C:13]([C:15]3[CH:16]=[CH:17][CH:18]=[CH:19][CH:20]=3)[O:12][N:11]=2)[C:5]([CH3:9])=[N:6]1.